From a dataset of Reaction yield outcomes from USPTO patents with 853,638 reactions. Predict the reaction yield, written as a fraction of the theoretical maximum amount of product (1.0 means a 100% yield; for example, 0.34 means a 34% yield). (1) The reactants are [CH2:1]([O:4][C:5]1([CH3:45])[CH2:10][CH2:9][N:8]([C:11]2[C:12]3[N:13]([N:28]=[C:29]([C:31](=[O:44])[NH:32][CH2:33][CH:34]([OH:43])[CH2:35][C:36]4[CH:41]=[CH:40][CH:39]=[CH:38][C:37]=4[OH:42])[CH:30]=3)[CH:14]=[C:15]([CH3:27])[C:16]=2[C@H:17]([O:22][C:23]([CH3:26])([CH3:25])[CH3:24])[C:18]([O:20][CH3:21])=[O:19])[CH2:7][CH2:6]1)[CH:2]=[CH2:3].C([O-])([O-])=O.[K+].[K+].Br[CH2:53][CH:54]=[CH2:55].O. The catalyst is CN(C=O)C. The product is [CH2:1]([O:4][C:5]1([CH3:45])[CH2:10][CH2:9][N:8]([C:11]2[C:12]3[N:13]([N:28]=[C:29]([C:31](=[O:44])[NH:32][CH2:33][CH:34]([OH:43])[CH2:35][C:36]4[CH:41]=[CH:40][CH:39]=[CH:38][C:37]=4[O:42][CH2:55][CH:54]=[CH2:53])[CH:30]=3)[CH:14]=[C:15]([CH3:27])[C:16]=2[C@H:17]([O:22][C:23]([CH3:26])([CH3:25])[CH3:24])[C:18]([O:20][CH3:21])=[O:19])[CH2:7][CH2:6]1)[CH:2]=[CH2:3]. The yield is 0.850. (2) The reactants are [F:1][C:2]1[C:3]([CH2:9][C:10]([O:12][CH3:13])=[O:11])=[N:4][CH:5]=[C:6]([OH:8])[CH:7]=1.C([O-])([O-])=O.[Na+].[Na+].[I:20]I.Cl. The catalyst is O. The product is [F:1][C:2]1[C:3]([CH2:9][C:10]([O:12][CH3:13])=[O:11])=[N:4][C:5]([I:20])=[C:6]([OH:8])[CH:7]=1. The yield is 0.840. (3) No catalyst specified. The reactants are Br[C:2]1[S:6][C:5]([CH:7]=[O:8])=[CH:4][CH:3]=1.[F:9][C:10]([F:18])([F:17])[CH2:11][CH2:12][B-](F)(F)F. The yield is 0.900. The product is [F:9][C:10]([F:18])([F:17])[CH2:11][CH2:12][C:2]1[S:6][C:5]([CH:7]=[O:8])=[CH:4][CH:3]=1. (4) The reactants are [CH3:1][C:2]1[CH:3]=[C:4]([N:9]([C:13]2[NH:14][C:15](=[O:22])[NH:16][C:17](=[O:21])[C:18]=2[CH2:19][CH3:20])[C:10](=[O:12])[CH3:11])[CH:5]=[C:6]([CH3:8])[CH:7]=1.[I-].[Li+].CS([CH2:29]/[CH:30]=[CH:31]/[CH3:32])(=O)=O. The catalyst is CN(C=O)C.CCOCC. The product is [CH2:29]([N:14]1[C:13]([N:9]([C:4]2[CH:3]=[C:2]([CH3:1])[CH:7]=[C:6]([CH3:8])[CH:5]=2)[C:10](=[O:12])[CH3:11])=[C:18]([CH2:19][CH3:20])[C:17](=[O:21])[NH:16][C:15]1=[O:22])[CH:30]=[CH:31][CH3:32]. The yield is 0.400. (5) The yield is 0.0400. The reactants are [CH:1]1([S:4]([NH2:7])(=[O:6])=[O:5])[CH2:3][CH2:2]1.[H-].[Na+].[Cl:10][C:11]1[CH:12]=[C:13]2[C:18](=[C:19]([C:21](O)=[O:22])[CH:20]=1)[NH:17][CH:16]([C:24]1[CH:29]=[CH:28][CH:27]=[C:26]([N:30]3[CH2:35][CH2:34][O:33][CH2:32][CH2:31]3)[CH:25]=1)[CH2:15][C:14]2([CH3:37])[CH3:36].C(N1C=CN=C1)(N1C=CN=C1)=O. The catalyst is CN(C)C=O.O. The product is [Cl:10][C:11]1[CH:12]=[C:13]2[C:18](=[C:19]([C:21]([NH:7][S:4]([CH:1]3[CH2:3][CH2:2]3)(=[O:6])=[O:5])=[O:22])[CH:20]=1)[NH:17][CH:16]([C:24]1[CH:29]=[CH:28][CH:27]=[C:26]([N:30]3[CH2:35][CH2:34][O:33][CH2:32][CH2:31]3)[CH:25]=1)[CH2:15][C:14]2([CH3:37])[CH3:36]. (6) The reactants are [H-].[H-].[H-].[H-].[Li+].[Al+3].[Al+3].[Cl-].[Cl-].[Cl-].[CH:11]1([C:17]2([CH2:26][O:27][CH3:28])[C:20]3([CH2:25][CH2:24][CH2:23][CH2:22][O:21]3)[O:19][CH2:18]2)[CH2:16][CH2:15][CH2:14][CH2:13][CH2:12]1.[OH-].[Na+].S([O-])([O-])(=O)=O.[Na+].[Na+]. The catalyst is CCCCCC.C(OCC)(=O)C.C(N(CC)CC)C.O.C(OCC)C. The product is [CH:22]1([O:21][CH2:20][C:17]([CH:11]2[CH2:12][CH2:13][CH2:14][CH2:15][CH2:16]2)([CH2:26][O:27][CH3:28])[CH2:18][OH:19])[CH2:23][CH2:24][CH2:25]1. The yield is 0.580. (7) The reactants are [Li][CH3:2].[N:3]12[CH2:10][CH2:9][CH:6]([CH2:7][CH2:8]1)[C:5](=[O:11])[CH2:4]2.O. The catalyst is C(OCC)C. The product is [CH3:2][C:5]1([OH:11])[CH:6]2[CH2:9][CH2:10][N:3]([CH2:8][CH2:7]2)[CH2:4]1. The yield is 0.710. (8) The reactants are Br.[N:2]1([C:8]([NH2:10])=[NH:9])[CH2:7][CH2:6][O:5][CH2:4][CH2:3]1.[C:11]([O:15][C:16]([N:18]1[CH2:23][CH2:22][CH:21]([C:24](=O)[CH2:25][C:26](OCC)=[O:27])[CH2:20][CH2:19]1)=[O:17])([CH3:14])([CH3:13])[CH3:12].[N+](=C1CCCCCCCCCC1C1CCCCCCCCCC1)=[N-]. The catalyst is C(O)C. The product is [C:11]([O:15][C:16]([N:18]1[CH2:19][CH2:20][CH:21]([C:24]2[CH:25]=[C:26]([OH:27])[N:10]=[C:8]([N:2]3[CH2:7][CH2:6][O:5][CH2:4][CH2:3]3)[N:9]=2)[CH2:22][CH2:23]1)=[O:17])([CH3:14])([CH3:13])[CH3:12]. The yield is 0.405.